This data is from Full USPTO retrosynthesis dataset with 1.9M reactions from patents (1976-2016). The task is: Predict the reactants needed to synthesize the given product. Given the product [OH:1][C:2]1[CH:10]=[C:9]([N:11]2[CH2:16][CH2:15][O:14][CH2:13][CH2:12]2)[CH:8]=[CH:7][C:3]=1[C:4]([NH2:6])=[S:43], predict the reactants needed to synthesize it. The reactants are: [OH:1][C:2]1[CH:10]=[C:9]([N:11]2[CH2:16][CH2:15][O:14][CH2:13][CH2:12]2)[CH:8]=[CH:7][C:3]=1[C:4]([NH2:6])=O.[Si](Cl)(C(C)(C)C)(C)C.CCN(C(C)C)C(C)C.COC1C=CC(P2(SP(C3C=CC(OC)=CC=3)(=S)S2)=[S:43])=CC=1.[F-].C([N+](C)(C)C)C1C=CC=CC=1.